Dataset: Reaction yield outcomes from USPTO patents with 853,638 reactions. Task: Predict the reaction yield, written as a fraction of the theoretical maximum amount of product (1.0 means a 100% yield; for example, 0.34 means a 34% yield). (1) The reactants are [Br:1][C:2]1[CH:3]=[C:4]([CH:8]=[CH:9][N:10]=1)[C:5](O)=[O:6].C1N=CN(C([N:18]2[CH:22]=NC=C2)=O)C=1.CN([CH:26]=[O:27])C. The catalyst is O. The product is [Br:1][C:2]1[CH:3]=[C:4]([CH:8]=[CH:9][N:10]=1)[C:5]([N:18]([O:27][CH3:26])[CH3:22])=[O:6]. The yield is 0.570. (2) The reactants are [Br:1][C:2]1[CH:7]=[C:6]([N+:8]([O-])=O)[C:5]([NH2:11])=[C:4]([CH3:12])[CH:3]=1.O.O.[Sn](Cl)(Cl)(Cl)Cl. The catalyst is C(O)C. The product is [Br:1][C:2]1[CH:7]=[C:6]([NH2:8])[C:5]([NH2:11])=[C:4]([CH3:12])[CH:3]=1. The yield is 0.590. (3) The reactants are O.O.[Sn](Cl)Cl.[C:6]([C:10]1[CH:15]=[CH:14][C:13]([S:16]([CH3:19])(=[O:18])=[O:17])=[C:12]([N+:20]([O-])=O)[CH:11]=1)([CH3:9])([CH3:8])[CH3:7].[OH-].[Na+]. The catalyst is C(OCC)(=O)C. The product is [C:6]([C:10]1[CH:15]=[CH:14][C:13]([S:16]([CH3:19])(=[O:17])=[O:18])=[C:12]([NH2:20])[CH:11]=1)([CH3:9])([CH3:7])[CH3:8]. The yield is 0.900. (4) The reactants are I[C:2]1[CH:12]=[CH:11][C:5]([C:6]([O:8][CH2:9][CH3:10])=[O:7])=[CH:4][CH:3]=1.[CH:13](=O)[CH:14]([CH3:16])[CH3:15].[O:18]1CCC[CH2:19]1. No catalyst specified. The yield is 1.00. The product is [CH2:9]([O:8][C:6](=[O:7])[C:5]1[CH:11]=[CH:12][C:2]([CH:19]([OH:18])[CH2:13][CH:14]([CH3:16])[CH3:15])=[CH:3][CH:4]=1)[CH3:10]. (5) The product is [Cl:1][C:2]1[CH:3]=[CH:4][C:5]2[C:6]([N:7]=1)=[N:8][CH:10]=[CH:12][N:9]=2. The reactants are [Cl:1][C:2]1[N:7]=[C:6]([NH2:8])[C:5]([NH2:9])=[CH:4][CH:3]=1.[CH:10]([CH:12]=O)=O. The catalyst is C1COCC1. The yield is 1.00. (6) The reactants are [F:1][C:2]1[CH:7]=[C:6]([S:8]([CH3:11])(=[O:10])=[O:9])[CH:5]=[CH:4][C:3]=1[S:12][C:13]([CH3:18])([CH3:17])[C:14]([OH:16])=O.C(Cl)(=O)C(Cl)=O.[CH3:25][O:26][CH2:27][C:28]([C:31]1[CH:35]=[C:34]([NH2:36])[O:33][N:32]=1)([CH3:30])[CH3:29].C(N(CC)C(C)C)(C)C. The catalyst is CN(C=O)C.C(Cl)Cl.C1(C)C=CC=CC=1.C(OCC)(=O)C. The product is [F:1][C:2]1[CH:7]=[C:6]([S:8]([CH3:11])(=[O:9])=[O:10])[CH:5]=[CH:4][C:3]=1[S:12][C:13]([CH3:18])([CH3:17])[C:14]([NH:36][C:34]1[O:33][N:32]=[C:31]([C:28]([CH3:30])([CH3:29])[CH2:27][O:26][CH3:25])[CH:35]=1)=[O:16]. The yield is 0.430. (7) The reactants are C[O:2][C:3](=[O:23])[CH:4]=[CH:5][C:6]1[CH:11]=[CH:10][CH:9]=[C:8]([S:12](=[O:22])(=[O:21])[NH:13][C:14]2[CH:19]=[CH:18][C:17]([CH3:20])=[CH:16][CH:15]=2)[CH:7]=1.CO. No catalyst specified. The product is [C:17]1([CH3:20])[CH:16]=[CH:15][C:14]([NH:13][S:12]([C:8]2[CH:7]=[C:6]([CH:5]=[CH:4][C:3]([OH:23])=[O:2])[CH:11]=[CH:10][CH:9]=2)(=[O:21])=[O:22])=[CH:19][CH:18]=1. The yield is 0.870.